Dataset: Reaction yield outcomes from USPTO patents with 853,638 reactions. Task: Predict the reaction yield, written as a fraction of the theoretical maximum amount of product (1.0 means a 100% yield; for example, 0.34 means a 34% yield). (1) The catalyst is C(Cl)Cl. The reactants are O[C@H:2]([CH:22]([CH3:24])[CH3:23])[C@@H:3]([NH:7][C:8]([O:10][CH2:11][CH2:12][CH2:13][CH2:14][CH2:15][C:16]1[CH:21]=[CH:20][CH:19]=[CH:18][CH:17]=1)=[O:9])[C:4]([OH:6])=[O:5].O[C@@H](C(C)C)[C@@H](NC(OCCCCCC1C=CC=CC=1)=O)C(O)=O.CCN(CC)CC.CN(C(ON1N=NC2C=CC=CC1=2)=[N+](C)C)C.[B-](F)(F)(F)F. The product is [C:16]1([CH2:15][CH2:14][CH2:13][CH2:12][CH2:11][O:10][C:8](=[O:9])[NH:7][C@H:3]2[C:4](=[O:6])[O:5][C@@H:2]2[CH:22]([CH3:24])[CH3:23])[CH:21]=[CH:20][CH:19]=[CH:18][CH:17]=1. The yield is 0.560. (2) The reactants are Cl.[F:2][C:3]1[CH:8]=[C:7]([S:9]([CH3:12])(=[O:11])=[O:10])[CH:6]=[CH:5][C:4]=1[N:13]1[C:17]2=[N:18][CH:19]=[N:20][C:21]([S:22][CH:23]3[CH2:28][CH2:27][NH:26][CH2:25][CH2:24]3)=[C:16]2[CH:15]=[N:14]1.Cl[C:30]1[N:35]=[CH:34][C:33]([CH2:36][CH3:37])=[CH:32][N:31]=1.C(N(CC)CC)C. The catalyst is C(O)(C)C. The product is [CH2:36]([C:33]1[CH:32]=[N:31][C:30]([N:26]2[CH2:25][CH2:24][CH:23]([S:22][C:21]3[N:20]=[CH:19][N:18]=[C:17]4[N:13]([C:4]5[CH:5]=[CH:6][C:7]([S:9]([CH3:12])(=[O:11])=[O:10])=[CH:8][C:3]=5[F:2])[N:14]=[CH:15][C:16]=34)[CH2:28][CH2:27]2)=[N:35][CH:34]=1)[CH3:37]. The yield is 0.350. (3) The reactants are [Cl:1][C:2]1[CH:3]=[C:4]([CH:7]=[C:8]([Cl:10])[CH:9]=1)[CH:5]=[O:6].[F:11][C:12]([Si](C)(C)C)([F:14])[F:13].[F-].C([N+](CCCC)(CCCC)CCCC)CCC. The catalyst is C1COCC1.Cl.O. The product is [Cl:1][C:2]1[CH:3]=[C:4]([CH:5]([OH:6])[C:12]([F:14])([F:13])[F:11])[CH:7]=[C:8]([Cl:10])[CH:9]=1. The yield is 0.600. (4) The reactants are Br[C:2]1[N:6]([C:7]2[CH:12]=[CH:11][C:10]([C:13]#[N:14])=[CH:9][C:8]=2[CH3:15])[C:5]([CH2:16][CH2:17][C:18]([O:20][CH2:21][CH3:22])=[O:19])=[CH:4][CH:3]=1.C1[C:29]2[CH:28]=[CH:27][C:26]([O:30]B(OO)OO)=[CH:25][C:24]1=2.[C:36](=O)(O)[O-:37].[Na+]. The catalyst is C1C=CC([P]([Pd]([P](C2C=CC=CC=2)(C2C=CC=CC=2)C2C=CC=CC=2)([P](C2C=CC=CC=2)(C2C=CC=CC=2)C2C=CC=CC=2)[P](C2C=CC=CC=2)(C2C=CC=CC=2)C2C=CC=CC=2)(C2C=CC=CC=2)C2C=CC=CC=2)=CC=1. The product is [O:30]1[C:26]2[CH:27]=[CH:28][C:29]([C:2]3[N:6]([C:7]4[CH:12]=[CH:11][C:10]([C:13]#[N:14])=[CH:9][C:8]=4[CH3:15])[C:5]([CH2:16][CH2:17][C:18]([O:20][CH2:21][CH3:22])=[O:19])=[CH:4][CH:3]=3)=[CH:24][C:25]=2[O:37][CH2:36]1. The yield is 0.690. (5) The reactants are [CH:1]1([N:5]2[CH2:10][CH2:9][N:8]([C:11]([C:13]3[CH:14]=[C:15]4[C:19](=[CH:20][CH:21]=3)[NH:18][C:17]([C:22]([N:24]3[CH2:29][CH2:28][S:27](=[O:31])(=[O:30])[CH2:26][CH2:25]3)=[O:23])=[CH:16]4)=[O:12])[CH2:7][CH2:6]2)[CH2:4][CH2:3][CH2:2]1.[CH3:32][C:33]1[CH:34]=[C:35](B(O)O)[CH:36]=[CH:37][CH:38]=1.N1C=CC=CC=1. The catalyst is ClCCl.C([O-])(=O)C.[Cu+2].C([O-])(=O)C. The product is [CH:1]1([N:5]2[CH2:6][CH2:7][N:8]([C:11]([C:13]3[CH:14]=[C:15]4[C:19](=[CH:20][CH:21]=3)[N:18]([C:37]3[CH:38]=[C:33]([CH3:32])[CH:34]=[CH:35][CH:36]=3)[C:17]([C:22]([N:24]3[CH2:29][CH2:28][S:27](=[O:30])(=[O:31])[CH2:26][CH2:25]3)=[O:23])=[CH:16]4)=[O:12])[CH2:9][CH2:10]2)[CH2:2][CH2:3][CH2:4]1. The yield is 0.560. (6) The reactants are [F:1][C:2]1[CH:17]=[C:16]([CH:18]=O)[CH:15]=[CH:14][C:3]=1[O:4][C:5]1[CH:6]=[CH:7][C:8]([C:11]([NH2:13])=[O:12])=[N:9][CH:10]=1.[CH3:20][C:21]([CH3:26])([CH3:25])[CH2:22][CH2:23][NH2:24].[BH4-].[Na+]. The catalyst is CO. The product is [CH3:20][C:21]([CH3:26])([CH3:25])[CH2:22][CH2:23][NH:24][CH2:18][C:16]1[CH:15]=[CH:14][C:3]([O:4][C:5]2[CH:6]=[CH:7][C:8]([C:11]([NH2:13])=[O:12])=[N:9][CH:10]=2)=[C:2]([F:1])[CH:17]=1. The yield is 0.630. (7) The reactants are [Cl:1][C:2]1[CH:7]=[CH:6][C:5]([C:8]([CH3:13])([CH3:12])[C:9]([OH:11])=O)=[CH:4][CH:3]=1.C1N=CN(C(N2C=NC=C2)=O)C=1.[Mg+2].[Cl-].[Cl-].[K+].[CH3:30][O:31][C:32](=[O:37])[CH2:33]C([O-])=O. The catalyst is C1COCC1.C(OCC)(=O)C. The product is [Cl:1][C:2]1[CH:3]=[CH:4][C:5]([C:8]([CH3:13])([CH3:12])[C:9](=[O:11])[CH2:33][C:32]([O:31][CH3:30])=[O:37])=[CH:6][CH:7]=1. The yield is 0.230.